Dataset: Full USPTO retrosynthesis dataset with 1.9M reactions from patents (1976-2016). Task: Predict the reactants needed to synthesize the given product. (1) The reactants are: [F:1][C:2]1[CH:11]=[C:10]2[C:5]([CH:6]=[CH:7][CH:8]=[N:9]2)=[CH:4][C:3]=1[CH2:12][C:13]1[N:17]2[N:18]=[C:19]([C:22]3[CH:23]=[N:24][N:25]([CH:27]4[CH2:32][CH2:31][NH:30][CH2:29][CH2:28]4)[CH:26]=3)[CH:20]=[CH:21][C:16]2=[N:15][CH:14]=1.CS(O[CH2:38][C:39]([F:42])([F:41])[F:40])(=O)=O.C([O-])([O-])=O.[Cs+].[Cs+]. Given the product [F:1][C:2]1[CH:11]=[C:10]2[C:5]([CH:6]=[CH:7][CH:8]=[N:9]2)=[CH:4][C:3]=1[CH2:12][C:13]1[N:17]2[N:18]=[C:19]([C:22]3[CH:23]=[N:24][N:25]([CH:27]4[CH2:32][CH2:31][N:30]([CH2:38][C:39]([F:42])([F:41])[F:40])[CH2:29][CH2:28]4)[CH:26]=3)[CH:20]=[CH:21][C:16]2=[N:15][CH:14]=1, predict the reactants needed to synthesize it. (2) Given the product [Cl:1][C:2]1[N:10]=[C:9]2[C:5]([NH:6][C:7]([S:13]([CH3:21])(=[O:18])=[O:14])=[N:8]2)=[CH:4][N:3]=1, predict the reactants needed to synthesize it. The reactants are: [Cl:1][C:2]1[N:10]=[C:9]2[C:5]([NH:6][C:7](SC)=[N:8]2)=[CH:4][N:3]=1.[S:13]([O-:18])(O[O-])(=O)=[O:14].[K+].[K+].[CH3:21]C#N.O. (3) Given the product [CH3:1][O:2][C:3]1[CH:8]=[C:7]([C:9]([F:10])([F:11])[F:12])[CH:6]=[CH:5][C:4]=1[C:13]1[C:22]2[C:17](=[CH:18][C:19]([S:23]([NH:26][C:27]3[N:28]=[CH:29][S:30][CH:31]=3)(=[O:25])=[O:24])=[CH:20][CH:21]=2)[CH:16]=[CH:15][N:14]=1, predict the reactants needed to synthesize it. The reactants are: [CH3:1][O:2][C:3]1[CH:8]=[C:7]([C:9]([F:12])([F:11])[F:10])[CH:6]=[CH:5][C:4]=1[C:13]1[C:22]2[C:17](=[CH:18][C:19]([S:23]([N:26](CC3C=CC(OC)=CC=3)[C:27]3[N:28]=[CH:29][S:30][CH:31]=3)(=[O:25])=[O:24])=[CH:20][CH:21]=2)[CH:16]=[CH:15][N:14]=1.C(O)(C(F)(F)F)=O. (4) Given the product [CH3:13][O:14][C:15]1[CH:22]=[CH:21][CH:20]=[C:19]([O:23][CH3:24])[C:16]=1[CH:17]1[N:12]([CH2:11][C:3]2[N:2]([CH3:1])[C:10]3[C:5]([CH:4]=2)=[CH:6][CH:7]=[CH:8][CH:9]=3)[C:15](=[O:14])[CH2:16][CH2:19][CH2:20]1, predict the reactants needed to synthesize it. The reactants are: [CH3:1][N:2]1[C:10]2[C:5](=[CH:6][CH:7]=[CH:8][CH:9]=2)[CH:4]=[C:3]1[CH2:11][NH2:12].[CH3:13][O:14][C:15]1[CH:22]=[CH:21][CH:20]=[C:19]([O:23][CH3:24])[C:16]=1[CH:17]=O. (5) The reactants are: [CH2:1]([C@:8]12[C:21]3[C:16](=[CH:17][C:18]([C:22]([O:24][CH3:25])=[O:23])=[CH:19][CH:20]=3)[CH2:15][CH2:14][C@H:13]1[CH2:12][C:11]1(OCC[O:26]1)[CH2:10][CH2:9]2)[C:2]1[CH:7]=[CH:6][CH:5]=[CH:4][CH:3]=1.O. Given the product [CH2:1]([C@@:8]12[CH2:9][CH2:10][C:11](=[O:26])[CH2:12][C@@H:13]1[CH2:14][CH2:15][C:16]1[CH:17]=[C:18]([C:22]([O:24][CH3:25])=[O:23])[CH:19]=[CH:20][C:21]2=1)[C:2]1[CH:3]=[CH:4][CH:5]=[CH:6][CH:7]=1, predict the reactants needed to synthesize it. (6) Given the product [F:1][C:2]1[CH:7]=[CH:6][C:5]([C:8]2([C:12]3[C:21]4[C:16](=[CH:17][CH:18]=[C:19]([O:22][CH2:23][CH2:24][NH2:25])[CH:20]=4)[CH2:15][CH2:14][N:13]=3)[CH2:11][CH2:10][CH2:9]2)=[CH:4][CH:3]=1, predict the reactants needed to synthesize it. The reactants are: [F:1][C:2]1[CH:7]=[CH:6][C:5]([C:8]2([C:12]3[C:21]4[C:16](=[CH:17][CH:18]=[C:19]([O:22][CH2:23][CH2:24][NH:25]C(=O)OC(C)(C)C)[CH:20]=4)[CH2:15][CH2:14][N:13]=3)[CH2:11][CH2:10][CH2:9]2)=[CH:4][CH:3]=1.Cl. (7) Given the product [F:43][C:44]1[CH:50]=[CH:49][C:47]([NH:48][C:6](=[O:7])[C:5]2[CH:9]=[CH:10][C:2]([CH3:1])=[C:3]([B:11]3[O:12][C:13]([CH3:19])([CH3:18])[C:14]([CH3:17])([CH3:16])[O:15]3)[CH:4]=2)=[CH:46][CH:45]=1, predict the reactants needed to synthesize it. The reactants are: [CH3:1][C:2]1[CH:10]=[CH:9][C:5]([C:6](O)=[O:7])=[CH:4][C:3]=1[B:11]1[O:15][C:14]([CH3:17])([CH3:16])[C:13]([CH3:19])([CH3:18])[O:12]1.[I-].C(N=C=NCCC[N+](C)(C)C)C.ON1C2N=CC=CC=2N=N1.[F:43][C:44]1[CH:50]=[CH:49][C:47]([NH2:48])=[CH:46][CH:45]=1.